The task is: Predict the product of the given reaction.. This data is from Forward reaction prediction with 1.9M reactions from USPTO patents (1976-2016). (1) Given the reactants [CH2:1]([C:3]1[C:4]([NH:11][C@H:12]2[C@@H:16]([O:17][CH2:18][CH3:19])[CH2:15][N:14]([C:20]([O:22][CH3:23])=[O:21])[CH2:13]2)=[N:5][C:6]([CH2:9][CH3:10])=[CH:7][N:8]=1)[CH3:2].[I:24]N1C(=O)CCC1=O.S([O-])([O-])(=O)=S.[Na+].[Na+], predict the reaction product. The product is: [CH2:1]([C:3]1[C:4]([NH:11][C@H:12]2[C@@H:16]([O:17][CH2:18][CH3:19])[CH2:15][N:14]([C:20]([O:22][CH3:23])=[O:21])[CH2:13]2)=[N:5][C:6]([CH2:9][CH3:10])=[C:7]([I:24])[N:8]=1)[CH3:2]. (2) Given the reactants [F:1][C:2]1[N:21]=[CH:20][C:5]2[CH2:6][CH2:7][CH:8]3[CH2:15][CH2:14][CH:13]([C:16]([O:18]C)=[O:17])[CH2:12][N:9]3[C:10](=[O:11])[C:4]=2[CH:3]=1.[Li+].[OH-].Cl.O, predict the reaction product. The product is: [F:1][C:2]1[N:21]=[CH:20][C:5]2[CH2:6][CH2:7][CH:8]3[CH2:15][CH2:14][CH:13]([C:16]([OH:18])=[O:17])[CH2:12][N:9]3[C:10](=[O:11])[C:4]=2[CH:3]=1. (3) Given the reactants [F:1][C:2]1[CH:3]=[C:4]([C:14]2([OH:21])[CH2:17][CH:16]([C:18](O)=[O:19])[CH2:15]2)[CH:5]=[CH:6][C:7]=1[CH2:8][N:9]1[CH2:13][CH2:12][CH2:11][CH2:10]1.CC[N:24]([CH:28]([CH3:30])C)[CH:25]([CH3:27])C.C(P1(=O)OP(=O)(CCC)OP(=O)(CCC)O1)CC.N1CCCC1, predict the reaction product. The product is: [F:1][C:2]1[CH:3]=[C:4]([C:14]2([OH:21])[CH2:15][CH:16]([C:18]([N:24]3[CH2:25][CH2:27][CH2:30][CH2:28]3)=[O:19])[CH2:17]2)[CH:5]=[CH:6][C:7]=1[CH2:8][N:9]1[CH2:13][CH2:12][CH2:11][CH2:10]1. (4) Given the reactants [CH3:1][O:2][C:3]([CH:5]1[C:11](=O)[CH2:10][CH:9]([C:13]([O:15][CH3:16])=[O:14])[C:7](=O)[CH2:6]1)=[O:4].[CH3:17][C:18]1[CH:24]=[CH:23][C:21]([NH2:22])=[CH:20][CH:19]=1.Cl, predict the reaction product. The product is: [CH3:17][C:18]1[CH:24]=[CH:23][C:21]([NH:22][C:7]2[CH2:6][C:5]([C:3]([O:2][CH3:1])=[O:4])=[C:11]([NH:22][C:21]3[CH:23]=[CH:24][C:18]([CH3:17])=[CH:19][CH:20]=3)[CH2:10][C:9]=2[C:13]([O:15][CH3:16])=[O:14])=[CH:20][CH:19]=1. (5) The product is: [Br:25][C:19]1[CH:20]=[C:21]([N+:22]([O-:24])=[O:23])[C:16]([C:3]2[CH:4]=[CH:5][C:6]([C:8]([O:10][CH3:11])=[O:9])=[CH:7][C:2]=2[F:1])=[N:17][CH:18]=1. Given the reactants [F:1][C:2]1[CH:7]=[C:6]([C:8]([O:10][CH3:11])=[O:9])[CH:5]=[CH:4][C:3]=1B(O)O.Br[C:16]1[C:21]([N+:22]([O-:24])=[O:23])=[CH:20][C:19]([Br:25])=[CH:18][N:17]=1.P([O-])([O-])([O-])=O.[K+].[K+].[K+], predict the reaction product. (6) Given the reactants [C:1]([C:5]1[CH:48]=[CH:47][C:8]([C:9]([NH:11][C@@H:12]([CH2:20][C:21]2[CH:26]=[CH:25][C:24]([C:27]3[N:32]=[CH:31][C:30]([C:33]4[CH:38]=[CH:37][C:36]([O:39][CH2:40][CH2:41][CH2:42][CH2:43][CH2:44][CH2:45][CH3:46])=[CH:35][CH:34]=4)=[CH:29][N:28]=3)=[CH:23][CH:22]=2)[C:13]([NH:15][CH2:16][C:17](O)=[O:18])=[O:14])=[O:10])=[CH:7][CH:6]=1)([CH3:4])([CH3:3])[CH3:2].[CH3:49][S:50]([NH2:53])(=[O:52])=[O:51].CN(C(ON1N=NC2C=CC=NC1=2)=[N+](C)C)C.F[P-](F)(F)(F)(F)F, predict the reaction product. The product is: [C:1]([C:5]1[CH:6]=[CH:7][C:8]([C:9]([NH:11][C@@H:12]([CH2:20][C:21]2[CH:26]=[CH:25][C:24]([C:27]3[N:32]=[CH:31][C:30]([C:33]4[CH:34]=[CH:35][C:36]([O:39][CH2:40][CH2:41][CH2:42][CH2:43][CH2:44][CH2:45][CH3:46])=[CH:37][CH:38]=4)=[CH:29][N:28]=3)=[CH:23][CH:22]=2)[C:13]([NH:15][CH2:16][C:17]([NH:53][S:50]([CH3:49])(=[O:52])=[O:51])=[O:18])=[O:14])=[O:10])=[CH:47][CH:48]=1)([CH3:3])([CH3:2])[CH3:4]. (7) Given the reactants C([O:3][C:4]([C:6]1[C:7]([CH3:31])=[C:8]2[C:13]([NH:14][C:15]3[CH:20]=[CH:19][C:18]([O:21][C:22]4[CH:27]=[CH:26][CH:25]=[CH:24][CH:23]=4)=[CH:17][CH:16]=3)=[C:12]([C:28]#[N:29])[CH:11]=[N:10][N:9]2[CH:30]=1)=O)C.CC(C[AlH]CC(C)C)C, predict the reaction product. The product is: [OH:3][CH2:4][C:6]1[C:7]([CH3:31])=[C:8]2[C:13]([NH:14][C:15]3[CH:16]=[CH:17][C:18]([O:21][C:22]4[CH:27]=[CH:26][CH:25]=[CH:24][CH:23]=4)=[CH:19][CH:20]=3)=[C:12]([C:28]#[N:29])[CH:11]=[N:10][N:9]2[CH:30]=1. (8) Given the reactants [F:1][C:2]1[CH:7]=[CH:6][C:5]([CH:8]([C:17]2[C:22]([N+:23]([O-:25])=O)=[CH:21][CH:20]=[CH:19][N:18]=2)[C:9]([C:11]2[CH:16]=[CH:15][N:14]=[CH:13][CH:12]=2)=O)=[CH:4][CH:3]=1, predict the reaction product. The product is: [F:1][C:2]1[CH:7]=[CH:6][C:5]([C:8]2[C:17]3=[N:18][CH:19]=[CH:20][CH:21]=[C:22]3[N:23]([OH:25])[C:9]=2[C:11]2[CH:16]=[CH:15][N:14]=[CH:13][CH:12]=2)=[CH:4][CH:3]=1. (9) Given the reactants [CH2:1]1[CH:5]2[CH2:6][NH:7][CH2:8][CH:4]2[CH2:3][N:2]1[C:9]1[CH:18]=[N:17][C:16]2[C:11](=[CH:12][CH:13]=[CH:14][CH:15]=2)[N:10]=1.[CH2:19]([C:21]1[CH:29]=[CH:28][CH:27]=[CH:26][C:22]=1[C:23](O)=[O:24])[CH3:20], predict the reaction product. The product is: [CH2:19]([C:21]1[CH:29]=[CH:28][CH:27]=[CH:26][C:22]=1[C:23]([N:7]1[CH2:6][CH:5]2[CH2:1][N:2]([C:9]3[CH:18]=[N:17][C:16]4[C:11](=[CH:12][CH:13]=[CH:14][CH:15]=4)[N:10]=3)[CH2:3][CH:4]2[CH2:8]1)=[O:24])[CH3:20]. (10) Given the reactants Cl[C:2]1[C:21]([C:22]2[N:26](C3CCCCO3)[N:25]=[CH:24][CH:23]=2)=[CH:20][C:5]([C:6]([NH:8][C:9]2[CH:14]=[CH:13][C:12]([O:15][C:16]([F:19])([F:18])[F:17])=[CH:11][CH:10]=2)=[O:7])=[CH:4][N:3]=1.[CH2:33]1[C:35]2([CH2:40][NH:39][CH2:38][CH2:37][N:36]2C(OC(C)(C)C)=O)[CH2:34]1, predict the reaction product. The product is: [NH:26]1[C:22]([C:21]2[C:2]([N:39]3[CH2:40][C:35]4([CH2:33][CH2:34]4)[NH:36][CH2:37][CH2:38]3)=[N:3][CH:4]=[C:5]([CH:20]=2)[C:6]([NH:8][C:9]2[CH:14]=[CH:13][C:12]([O:15][C:16]([F:18])([F:19])[F:17])=[CH:11][CH:10]=2)=[O:7])=[CH:23][CH:24]=[N:25]1.